Dataset: Retrosynthesis with 50K atom-mapped reactions and 10 reaction types from USPTO. Task: Predict the reactants needed to synthesize the given product. (1) The reactants are: CC(C)(C)OC(=O)NCCc1ccncc1. Given the product CC(C)(C)OC(=O)NCCC1CCNCC1, predict the reactants needed to synthesize it. (2) Given the product Nc1cccc(NC(=O)c2cccc(C(F)(F)F)c2)c1, predict the reactants needed to synthesize it. The reactants are: O=C(Nc1cccc([N+](=O)[O-])c1)c1cccc(C(F)(F)F)c1.